Predict the product of the given reaction. From a dataset of Forward reaction prediction with 1.9M reactions from USPTO patents (1976-2016). (1) Given the reactants CN(C(ON1N=NC2C=CC=CC1=2)=[N+](C)C)C.[B-](F)(F)(F)F.[C:23]([O:27][C:28]([NH:30][C@@H:31]([CH2:35][CH2:36][CH3:37])[C:32]([OH:34])=O)=[O:29])([CH3:26])([CH3:25])[CH3:24].[NH:38]1[CH2:43][CH2:42][CH:41]([OH:44])[CH2:40][CH2:39]1, predict the reaction product. The product is: [OH:44][CH:41]1[CH2:42][CH2:43][N:38]([C:32](=[O:34])[C@@H:31]([NH:30][C:28](=[O:29])[O:27][C:23]([CH3:24])([CH3:25])[CH3:26])[CH2:35][CH2:36][CH3:37])[CH2:39][CH2:40]1. (2) Given the reactants [N+:1]([C:4]1[CH:9]=[CH:8][C:7]([OH:10])=[CH:6][CH:5]=1)([O-:3])=[O:2].N1C=CN=C1.[Si:16](Cl)([C:19]([CH3:22])([CH3:21])[CH3:20])([CH3:18])[CH3:17], predict the reaction product. The product is: [N+:1]([C:4]1[CH:9]=[CH:8][C:7]([O:10][Si:16]([CH3:18])([CH3:17])[C:19]([CH3:22])([CH3:21])[CH3:20])=[CH:6][CH:5]=1)([O-:3])=[O:2]. (3) The product is: [ClH:34].[CH3:31][N:32]([CH3:33])[CH2:3][C@H:2]([OH:1])[CH2:4][N:5]1[C:13]2[C:8](=[CH:9][C:10]([N:14]3[CH:19]=[CH:18][C:17]([C:20]4[CH:25]=[CH:24][C:23]([C:26]([F:27])([F:29])[F:28])=[CH:22][CH:21]=4)=[CH:16][C:15]3=[O:30])=[CH:11][CH:12]=2)[CH:7]=[N:6]1. Given the reactants [O:1]1[CH2:3][C@H:2]1[CH2:4][N:5]1[C:13]2[C:8](=[CH:9][C:10]([N:14]3[CH:19]=[CH:18][C:17]([C:20]4[CH:25]=[CH:24][C:23]([C:26]([F:29])([F:28])[F:27])=[CH:22][CH:21]=4)=[CH:16][C:15]3=[O:30])=[CH:11][CH:12]=2)[CH:7]=[N:6]1.[CH3:31][NH:32][CH3:33].[ClH:34], predict the reaction product. (4) Given the reactants [Br-].[CH3:2][N:3]([CH3:25])[CH2:4][CH2:5][P+](C1C=CC=CC=1)(C1C=CC=CC=1)C1C=CC=CC=1.[Li]CCCC.[Br:31][C:32]1[CH:39]=[CH:38][C:35]([CH:36]=O)=[CH:34][CH:33]=1.Cl, predict the reaction product. The product is: [Br:31][C:32]1[CH:39]=[CH:38][C:35](/[CH:36]=[CH:5]/[CH2:4][N:3]([CH3:25])[CH3:2])=[CH:34][CH:33]=1. (5) Given the reactants Cl.[CH3:2][S:3]([C:6]1([C:12]([O:14][CH2:15][CH3:16])=[O:13])[CH2:11][CH2:10][NH:9][CH2:8][CH2:7]1)(=[O:5])=[O:4].CCN(C(C)C)C(C)C.[Br:26][C:27]1[CH:28]=[N:29][C:30](Cl)=[N:31][CH:32]=1.CCCCCC, predict the reaction product. The product is: [Br:26][C:27]1[CH:28]=[N:29][C:30]([N:9]2[CH2:10][CH2:11][C:6]([S:3]([CH3:2])(=[O:5])=[O:4])([C:12]([O:14][CH2:15][CH3:16])=[O:13])[CH2:7][CH2:8]2)=[N:31][CH:32]=1. (6) Given the reactants [NH2:1][C:2]1[CH:3]=[C:4]([C:9]2[CH:10]=[CH:11][C:12]3[O:18][CH2:17][CH2:16][N:15]([C:19]([O:21][C:22]([CH3:25])([CH3:24])[CH3:23])=[O:20])[CH2:14][C:13]=3[CH:26]=2)[CH:5]=[N:6][C:7]=1[NH2:8].[CH2:27]([O:34][C:35]([NH:37][C:38](=NC(OCC1C=CC=CC=1)=O)SC)=[O:36])[C:28]1[CH:33]=[CH:32][CH:31]=[CH:30][CH:29]=1, predict the reaction product. The product is: [C:28]1([CH2:27][O:34][C:35]([NH:37][C:38]2[NH:1][C:2]3[C:7]([N:8]=2)=[N:6][CH:5]=[C:4]([C:9]2[CH:10]=[CH:11][C:12]4[O:18][CH2:17][CH2:16][N:15]([C:19]([O:21][C:22]([CH3:23])([CH3:25])[CH3:24])=[O:20])[CH2:14][C:13]=4[CH:26]=2)[CH:3]=3)=[O:36])[CH:33]=[CH:32][CH:31]=[CH:30][CH:29]=1. (7) Given the reactants Br[C:2]1[C:11]2[C:6](=[C:7]([F:12])[CH:8]=[CH:9][CH:10]=2)[N:5]=[C:4]([C:13]([NH:15][C@H:16]2[CH2:21][CH2:20][O:19][CH2:18][C@@H:17]2[OH:22])=[O:14])[CH:3]=1.C([O-])(=O)C.[K+].[B:28]1([B:28]2[O:32][C:31]([CH3:34])([CH3:33])[C:30]([CH3:36])([CH3:35])[O:29]2)[O:32][C:31]([CH3:34])([CH3:33])[C:30]([CH3:36])([CH3:35])[O:29]1, predict the reaction product. The product is: [F:12][C:7]1[CH:8]=[CH:9][CH:10]=[C:11]2[C:6]=1[N:5]=[C:4]([C:13]([NH:15][C@H:16]1[CH2:21][CH2:20][O:19][CH2:18][C@@H:17]1[OH:22])=[O:14])[CH:3]=[C:2]2[B:28]1[O:32][C:31]([CH3:34])([CH3:33])[C:30]([CH3:36])([CH3:35])[O:29]1.